The task is: Predict the reactants needed to synthesize the given product.. This data is from Full USPTO retrosynthesis dataset with 1.9M reactions from patents (1976-2016). (1) Given the product [C:12]([O:11][C:9]([N:5]1[CH2:6][CH2:7][CH2:8][C@@H:3]([CH2:2][NH:1][C:24](=[O:25])[O:26][CH2:27][C:28]2[CH:33]=[CH:32][CH:31]=[CH:30][CH:29]=2)[CH2:4]1)=[O:10])([CH3:15])([CH3:14])[CH3:13], predict the reactants needed to synthesize it. The reactants are: [NH2:1][CH2:2][C@@H:3]1[CH2:8][CH2:7][CH2:6][N:5]([C:9]([O:11][C:12]([CH3:15])([CH3:14])[CH3:13])=[O:10])[CH2:4]1.C(N(CC)CC)C.Cl[C:24]([O:26][CH2:27][C:28]1[CH:33]=[CH:32][CH:31]=[CH:30][CH:29]=1)=[O:25]. (2) The reactants are: [F:1][C:2]1[CH:3]=[C:4]([CH:7]=[C:8]([F:11])[C:9]=1[F:10])[CH:5]=O.[CH3:12][O:13][CH:14]([O:25][CH3:26])[CH2:15][NH:16]CC1C=CC(F)=CC=1. Given the product [CH3:12][O:13][CH:14]([O:25][CH3:26])[CH2:15][NH:16][CH2:5][C:4]1[CH:3]=[C:2]([F:1])[C:9]([F:10])=[C:8]([F:11])[CH:7]=1, predict the reactants needed to synthesize it.